This data is from Forward reaction prediction with 1.9M reactions from USPTO patents (1976-2016). The task is: Predict the product of the given reaction. (1) Given the reactants [CH3:1][C:2]1[CH:7]=[C:6]([C:8]2[C:12]3[CH:13]=[C:14]4[C:19](=[CH:20][C:11]=3[N:10]([C:22]([C:35]3[CH:40]=[CH:39][CH:38]=[CH:37][CH:36]=3)([C:29]3[CH:34]=[CH:33][CH:32]=[CH:31][CH:30]=3)[C:23]3[CH:28]=[CH:27][CH:26]=[CH:25][CH:24]=3)[N:9]=2)[NH:18][C:17](=[O:21])[CH:16]=[CH:15]4)[CH:5]=[CH:4][N:3]=1.C1C(=O)N([Br:48])C(=O)C1, predict the reaction product. The product is: [Br:48][C:16]1[C:17](=[O:21])[NH:18][C:19]2[C:14]([CH:15]=1)=[CH:13][C:12]1[C:8]([C:6]3[CH:5]=[CH:4][N:3]=[C:2]([CH3:1])[CH:7]=3)=[N:9][N:10]([C:22]([C:29]3[CH:30]=[CH:31][CH:32]=[CH:33][CH:34]=3)([C:35]3[CH:40]=[CH:39][CH:38]=[CH:37][CH:36]=3)[C:23]3[CH:28]=[CH:27][CH:26]=[CH:25][CH:24]=3)[C:11]=1[CH:20]=2. (2) Given the reactants Br[C:2]1[CH:3]=[C:4]2[C:8](=[CH:9][C:10]=1[O:11][CH3:12])[C:7](=[O:13])/[C:6](=[CH:14]/[C:15]1[CH:20]=[CH:19][CH:18]=[C:17]([C:21]([F:24])([F:23])[F:22])[CH:16]=1)/[CH2:5]2.[CH3:25][N:26]1[CH2:31][CH2:30][NH:29][CH2:28][CH2:27]1.C(=O)([O-])[O-].[Cs+].[Cs+].C1C=CC(P(C2C(C3C(P(C4C=CC=CC=4)C4C=CC=CC=4)=CC=C4C=3C=CC=C4)=C3C(C=CC=C3)=CC=2)C2C=CC=CC=2)=CC=1, predict the reaction product. The product is: [CH3:12][O:11][C:10]1[CH:9]=[C:8]2[C:4]([CH2:5]/[C:6](=[CH:14]\[C:15]3[CH:20]=[CH:19][CH:18]=[C:17]([C:21]([F:24])([F:23])[F:22])[CH:16]=3)/[C:7]2=[O:13])=[CH:3][C:2]=1[N:29]1[CH2:30][CH2:31][N:26]([CH3:25])[CH2:27][CH2:28]1. (3) Given the reactants [CH2:1]1[CH2:6][CH2:5][C:4]([CH2:11][NH2:12])([CH2:7][C:8]([OH:10])=[O:9])[CH2:3][CH2:2]1.C(N(CC)CC)C.C[Si](C)(C)Cl.[CH3:25][CH:26]([CH:28]([Cl:33])[O:29][C:30](Cl)=[O:31])[CH3:27], predict the reaction product. The product is: [Cl:33][CH:28]([O:29][C:30]([NH:12][CH2:11][C:4]1([CH2:7][C:8]([OH:10])=[O:9])[CH2:3][CH2:2][CH2:1][CH2:6][CH2:5]1)=[O:31])[CH:26]([CH3:27])[CH3:25]. (4) Given the reactants CS(O)(=O)=O.[NH2:6][CH2:7][C:8]1[CH:9]=[C:10]2[C:14](=[CH:15][CH:16]=1)[C:13](=[O:17])[N:12]([CH:18]1[CH2:23][CH2:22][C:21](=[O:24])[NH:20][C:19]1=[O:25])[CH2:11]2.[C:26]([N:33]1[CH:37]=[CH:36]N=C1)(N1C=CN=C1)=[O:27].Cl.[Cl:39][C:40]1[CH:41]=C(C=[CH:45][C:46]=1[O:47][CH2:48][CH2:49][O:50][CH2:51][CH2:52][O:53][CH3:54])N.Cl, predict the reaction product. The product is: [Cl:39][C:40]1[CH:41]=[C:37]([NH:33][C:26]([NH:6][CH2:7][C:8]2[CH:9]=[C:10]3[C:14](=[CH:15][CH:16]=2)[C:13](=[O:17])[N:12]([CH:18]2[CH2:23][CH2:22][C:21](=[O:24])[NH:20][C:19]2=[O:25])[CH2:11]3)=[O:27])[CH:36]=[CH:45][C:46]=1[O:47][CH2:48][CH2:49][O:50][CH2:51][CH2:52][O:53][CH3:54]. (5) Given the reactants [CH2:1]([C@@H:5]1[NH:10][CH2:9][C@H:8]([CH2:11][CH:12]([CH3:14])[CH3:13])[NH:7][C:6]1=[O:15])[CH:2]([CH3:4])[CH3:3].[CH:16]1([C:19]2[CH:24]=[CH:23][C:22]([C:25]3[O:29][N:28]=[C:27]([C:30](O)=[O:31])[CH:26]=3)=[CH:21][CH:20]=2)[CH2:18][CH2:17]1.C([C@@H]1N(C([C@@H]2C[C@H]2C2C=CC=CC=2)=O)C[C@H](CC(C)C)NC1=O)C(C)C, predict the reaction product. The product is: [CH:16]1([C:19]2[CH:20]=[CH:21][C:22]([C:25]3[O:29][N:28]=[C:27]([C:30]([N:10]4[CH2:9][C@H:8]([CH2:11][CH:12]([CH3:14])[CH3:13])[NH:7][C:6](=[O:15])[C@@H:5]4[CH2:1][CH:2]([CH3:4])[CH3:3])=[O:31])[CH:26]=3)=[CH:23][CH:24]=2)[CH2:18][CH2:17]1. (6) The product is: [Cl:1][C:2]1[CH:7]=[CH:6][N+:5]([O-:10])=[C:4]([CH3:8])[CH:3]=1. Given the reactants [Cl:1][C:2]1[CH:7]=[CH:6][N:5]=[C:4]([CH3:8])[CH:3]=1.C(N)(N)=[O:10].OO.FC(F)(F)C(OC(=O)C(F)(F)F)=O, predict the reaction product. (7) Given the reactants [NH2:1][C:2]1[CH:7]=[CH:6][CH:5]=[CH:4][CH:3]=1.[CH2:8]1[S:12](=[O:14])(=[O:13])[O:11][CH2:10][CH2:9]1, predict the reaction product. The product is: [C:2]1([NH2+:1][CH2:10][CH2:9][CH2:8][S:12]([O-:14])(=[O:13])=[O:11])[CH:7]=[CH:6][CH:5]=[CH:4][CH:3]=1. (8) Given the reactants Cl.Cl.Cl.[O:4]1[C:8]2=[C:9]([N:13]3[CH2:18][CH2:17][N:16]([CH2:19][CH2:20][CH:21]4[CH2:26][CH2:25][CH:24]([NH2:27])[CH2:23][CH2:22]4)[CH2:15][CH2:14]3)[N:10]=[CH:11][CH:12]=[C:7]2[CH:6]=[CH:5]1.[C:28](O)(=[O:30])[CH3:29], predict the reaction product. The product is: [O:4]1[C:8]2=[C:9]([N:13]3[CH2:18][CH2:17][N:16]([CH2:19][CH2:20][C@H:21]4[CH2:26][CH2:25][C@H:24]([NH:27][C:28](=[O:30])[CH3:29])[CH2:23][CH2:22]4)[CH2:15][CH2:14]3)[N:10]=[CH:11][CH:12]=[C:7]2[CH:6]=[CH:5]1.